The task is: Predict the reactants needed to synthesize the given product.. This data is from Full USPTO retrosynthesis dataset with 1.9M reactions from patents (1976-2016). (1) The reactants are: [O:1]1[C:6]2=[CH:7][C:8]3[C:9](=[O:15])[C:10](=[O:14])[NH:11][C:12]=3[CH:13]=[C:5]2[O:4][CH2:3][CH2:2]1.C(=O)([O-])[O-].[Cs+].[Cs+].CC1C=CC(S(O[CH2:33][C@H:34]2[CH2:38][CH2:37][CH2:36][O:35]2)(=O)=O)=CC=1.[I-].[K+].Cl. Given the product [O:35]1[CH2:36][CH2:37][CH2:38][C@@H:34]1[CH2:33][N:11]1[C:12]2[CH:13]=[C:5]3[O:4][CH2:3][CH2:2][O:1][C:6]3=[CH:7][C:8]=2[C:9](=[O:15])[C:10]1=[O:14], predict the reactants needed to synthesize it. (2) Given the product [CH3:1][CH:2]1[O:6][C:5](=[O:7])[CH:4]=[C:3]1[C:8]1[CH:13]=[CH:12][CH:11]=[CH:10][CH:9]=1, predict the reactants needed to synthesize it. The reactants are: [CH2:1]=[C:2]1[O:6][C:5](=[O:7])[CH:4]=[C:3]1[C:8]1[CH:13]=[CH:12][CH:11]=[CH:10][CH:9]=1.CCOC(C)=O.C(Cl)Cl.